This data is from Peptide-MHC class I binding affinity with 185,985 pairs from IEDB/IMGT. The task is: Regression. Given a peptide amino acid sequence and an MHC pseudo amino acid sequence, predict their binding affinity value. This is MHC class I binding data. The peptide sequence is LPCQLMYAL. The MHC is HLA-B54:01 with pseudo-sequence HLA-B54:01. The binding affinity (normalized) is 1.00.